Dataset: Catalyst prediction with 721,799 reactions and 888 catalyst types from USPTO. Task: Predict which catalyst facilitates the given reaction. (1) Reactant: [F:1][C:2]([F:17])([F:16])[C:3]1[C:4]2[CH:15]=[CH:14][CH:13]=[CH:12][C:5]=2[S:6][C:7]=1[C:8]([O:10]C)=[O:9].O.[OH-].[Li+].O. Product: [F:16][C:2]([F:1])([F:17])[C:3]1[C:4]2[CH:15]=[CH:14][CH:13]=[CH:12][C:5]=2[S:6][C:7]=1[C:8]([OH:10])=[O:9]. The catalyst class is: 5. (2) Product: [ClH:40].[CH2:1]([O:8][C:9]1[CH:14]=[C:13]([OH:15])[C:12]([CH:19]([CH3:21])[CH3:20])=[CH:11][C:10]=1[C:22]1[N:23]([C:28]2[CH:29]=[N:30][C:31]([N:34]3[CH2:39][CH2:38][O:37][CH2:36][CH2:35]3)=[CH:32][CH:33]=2)[C:24]([OH:27])=[N:25][N:26]=1)[C:2]1[CH:7]=[CH:6][CH:5]=[CH:4][CH:3]=1. The catalyst class is: 5. Reactant: [CH2:1]([O:8][C:9]1[CH:14]=[C:13]([O:15]COC)[C:12]([CH:19]([CH3:21])[CH3:20])=[CH:11][C:10]=1[C:22]1[N:23]([C:28]2[CH:29]=[N:30][C:31]([N:34]3[CH2:39][CH2:38][O:37][CH2:36][CH2:35]3)=[CH:32][CH:33]=2)[C:24]([OH:27])=[N:25][N:26]=1)[C:2]1[CH:7]=[CH:6][CH:5]=[CH:4][CH:3]=1.[ClH:40]. (3) Reactant: [CH3:1][N:2](C)[CH2:3][CH2:4][N:5]1[CH2:11][CH2:10][CH2:9][CH2:8][C:7]2[CH:12]=[C:13]([N+:16]([O-:18])=[O:17])[CH:14]=[CH:15][C:6]1=2.[C:20]1([O:26][C:27](Cl)=[O:28])[CH:25]=[CH:24][CH:23]=[CH:22][CH:21]=1. Product: [CH3:1][N:2]([CH2:3][CH2:4][N:5]1[CH2:11][CH2:10][CH2:9][CH2:8][C:7]2[CH:12]=[C:13]([N+:16]([O-:18])=[O:17])[CH:14]=[CH:15][C:6]1=2)[C:27](=[O:28])[O:26][C:20]1[CH:25]=[CH:24][CH:23]=[CH:22][CH:21]=1. The catalyst class is: 2. (4) The catalyst class is: 124. Product: [CH3:28][C:25]1([CH3:29])[CH2:26][O:27][C:31](=[O:33])[N:24]1[C:21]1[S:22][CH:23]=[C:19]([C:16]2[CH:15]=[CH:14][C:13]([N+:10]([O-:12])=[O:11])=[CH:18][CH:17]=2)[N:20]=1. Reactant: C(N(CC)C(C)C)(C)C.[N+:10]([C:13]1[CH:18]=[CH:17][C:16]([C:19]2[N:20]=[C:21]([NH:24][C:25]([CH3:29])([CH3:28])[CH2:26][OH:27])[S:22][CH:23]=2)=[CH:15][CH:14]=1)([O-:12])=[O:11].Cl[C:31](Cl)([O:33]C(=O)OC(Cl)(Cl)Cl)Cl.CCCCCC.